Predict the product of the given reaction. From a dataset of Forward reaction prediction with 1.9M reactions from USPTO patents (1976-2016). (1) The product is: [CH2:1]([O:3][C:4](=[O:35])[C:5]1[CH:10]=[C:9]([C:11]2[CH2:15][CH2:14][CH2:13][C:12]=2[C:16]2[CH:21]=[C:20]([C:22]([F:25])([F:24])[F:23])[CH:19]=[CH:18][C:17]=2[O:26][CH2:27][C:28]2[CH:33]=[CH:32][CH:31]=[CH:30][CH:29]=2)[CH:8]=[C:7]([NH:34][S:43]([CH3:42])(=[O:45])=[O:44])[CH:6]=1)[CH3:2]. Given the reactants [CH2:1]([O:3][C:4](=[O:35])[C:5]1[CH:10]=[C:9]([C:11]2[CH2:15][CH2:14][CH2:13][C:12]=2[C:16]2[CH:21]=[C:20]([C:22]([F:25])([F:24])[F:23])[CH:19]=[CH:18][C:17]=2[O:26][CH2:27][C:28]2[CH:33]=[CH:32][CH:31]=[CH:30][CH:29]=2)[CH:8]=[C:7]([NH2:34])[CH:6]=1)[CH3:2].N1C=CC=CC=1.[CH3:42][S:43](Cl)(=[O:45])=[O:44].O, predict the reaction product. (2) Given the reactants [CH2:1]([N:8]([CH3:12])[CH2:9][CH2:10]O)[C:2]1[CH:7]=[CH:6][CH:5]=[CH:4][CH:3]=1.S(Cl)([Cl:15])=O, predict the reaction product. The product is: [ClH:15].[CH2:1]([N:8]([CH2:9][CH2:10][Cl:15])[CH3:12])[C:2]1[CH:7]=[CH:6][CH:5]=[CH:4][CH:3]=1. (3) Given the reactants [F:1][C:2]([F:34])([F:33])[CH2:3][NH:4][C:5]([NH:7][C:8]1[CH:9]=[C:10]([C:14]2[N:18]3[N:19]=[CH:20][C:21]([C:23]4[CH:24]=[N:25][N:26]([CH:28]([CH3:32])[C:29]([OH:31])=O)[CH:27]=4)=[CH:22][C:17]3=[N:16][CH:15]=2)[CH:11]=[CH:12][CH:13]=1)=[O:6].[CH3:35][NH2:36], predict the reaction product. The product is: [CH3:35][NH:36][C:29](=[O:31])[CH:28]([N:26]1[CH:27]=[C:23]([C:21]2[CH:20]=[N:19][N:18]3[C:14]([C:10]4[CH:11]=[CH:12][CH:13]=[C:8]([NH:7][C:5]([NH:4][CH2:3][C:2]([F:1])([F:34])[F:33])=[O:6])[CH:9]=4)=[CH:15][N:16]=[C:17]3[CH:22]=2)[CH:24]=[N:25]1)[CH3:32]. (4) Given the reactants Br[C:2]1[CH:3]=[C:4]([C@@H:8]2[C@@H:12]([C:13]3[CH:18]=[C:17]([F:19])[CH:16]=[CH:15][C:14]=3[F:20])[O:11][C:10](=[O:21])[NH:9]2)[CH:5]=[N:6][CH:7]=1.[C:22]([C:24]1[CH:29]=[CH:28][CH:27]=[CH:26][CH:25]=1)#[CH:23].C1(P(C2C=CC=CC=2)C2C=CC=CC=2)C=CC=CC=1, predict the reaction product. The product is: [F:20][C:14]1[CH:15]=[CH:16][C:17]([F:19])=[CH:18][C:13]=1[C@H:12]1[O:11][C:10](=[O:21])[NH:9][C@@H:8]1[C:4]1[CH:5]=[N:6][CH:7]=[C:2]([C:23]#[C:22][C:24]2[CH:29]=[CH:28][CH:27]=[CH:26][CH:25]=2)[CH:3]=1. (5) The product is: [C:1]1([C:6]2[CH:7]=[CH:8][C:9]([N+:20]([O-:22])=[O:21])=[C:10]([CH:11]=2)[NH2:12])[CH2:5][CH2:4][CH2:3][CH:2]=1. Given the reactants [C:1]1([C:6]2[CH:7]=[CH:8][C:9]([N+:20]([O-:22])=[O:21])=[C:10]([NH:12]C(=O)OC(C)(C)C)[CH:11]=2)[CH2:5][CH2:4][CH2:3][CH:2]=1.C(O)(C(F)(F)F)=O, predict the reaction product. (6) Given the reactants FC(F)(F)C(O)=O.C([O:12][C:13](=[O:36])[C:14]1[CH:19]=[CH:18][C:17]([N:20]=[N:21][C:22]2[CH:27]=[CH:26][C:25]([O:28][CH2:29][CH2:30][CH2:31][CH2:32][CH2:33][CH2:34][SH:35])=[CH:24][CH:23]=2)=[CH:16][CH:15]=1)(C)(C)C, predict the reaction product. The product is: [SH:35][CH2:34][CH2:33][CH2:32][CH2:31][CH2:30][CH2:29][O:28][C:25]1[CH:26]=[CH:27][C:22]([N:21]=[N:20][C:17]2[CH:16]=[CH:15][C:14]([C:13]([OH:36])=[O:12])=[CH:19][CH:18]=2)=[CH:23][CH:24]=1. (7) Given the reactants Cl[C:2]1[CH:7]=[C:6]([C:8]2[CH:13]=[CH:12][C:11]([S:14][C:15]3[CH:20]=[CH:19][CH:18]=[CH:17][C:16]=3[O:21][CH3:22])=[C:10]([C:23]([F:26])([F:25])[F:24])[CH:9]=2)[CH:5]=[CH:4][N:3]=1.[OH:27][CH:28]1[CH2:32][CH2:31][NH:30][CH2:29]1.O[C@@H]1CCNC1, predict the reaction product. The product is: [CH3:22][O:21][C:16]1[CH:17]=[CH:18][CH:19]=[CH:20][C:15]=1[S:14][C:11]1[CH:12]=[CH:13][C:8]([C:6]2[CH:5]=[CH:4][N:3]=[C:2]([N:30]3[CH2:31][CH2:32][CH:28]([OH:27])[CH2:29]3)[CH:7]=2)=[CH:9][C:10]=1[C:23]([F:26])([F:25])[F:24].